This data is from Full USPTO retrosynthesis dataset with 1.9M reactions from patents (1976-2016). The task is: Predict the reactants needed to synthesize the given product. (1) Given the product [Cl:1][C:2]1[N:7]=[C:6]([N:9]2[CH2:14][CH2:13][CH:12]([C:15]([O:17][CH2:18][CH3:19])=[O:16])[CH2:11][CH2:10]2)[CH:5]=[CH:4][N:3]=1, predict the reactants needed to synthesize it. The reactants are: [Cl:1][C:2]1[N:7]=[C:6](Cl)[CH:5]=[CH:4][N:3]=1.[NH:9]1[CH2:14][CH2:13][CH:12]([C:15]([O:17][CH2:18][CH3:19])=[O:16])[CH2:11][CH2:10]1.C(N(CC)CC)C. (2) Given the product [Br-:1].[CH3:22][C:17]1[CH:18]=[CH:19][CH:20]=[CH:21][N+:16]=1[CH2:2][CH2:3][CH2:4][CH2:5][CH2:6][CH2:7][CH2:8][CH2:9][C:10]1[CH:15]=[CH:14][CH:13]=[CH:12][CH:11]=1, predict the reactants needed to synthesize it. The reactants are: [Br:1][CH2:2][CH2:3][CH2:4][CH2:5][CH2:6][CH2:7][CH2:8][CH2:9][C:10]1[CH:15]=[CH:14][CH:13]=[CH:12][CH:11]=1.[N:16]1[CH:21]=[CH:20][CH:19]=[CH:18][C:17]=1[CH3:22]. (3) Given the product [OH:8][CH2:7][CH2:6][O:5][CH2:4][C:3]([O:2][CH3:1])=[O:15], predict the reactants needed to synthesize it. The reactants are: [CH3:1][O:2][C:3](=[O:15])[CH2:4][O:5][CH2:6][CH2:7][O:8]C1CCCCO1.C1(C)C=CC(S([O-])(=O)=O)=CC=1.[NH+]1C=CC=CC=1. (4) Given the product [C:1]([Si:5]([CH3:23])([CH3:22])[O:6][C:7]1[CH:8]=[CH:9][C:10]2[C:11]3[CH2:21][CH2:20][O:19][CH2:18][C:12]=3[CH:13]([OH:17])[O:14][C:15]=2[CH:16]=1)([CH3:4])([CH3:3])[CH3:2], predict the reactants needed to synthesize it. The reactants are: [C:1]([Si:5]([CH3:23])([CH3:22])[O:6][C:7]1[CH:8]=[CH:9][C:10]2[C:11]3[CH2:21][CH2:20][O:19][CH2:18][C:12]=3[C:13](=[O:17])[O:14][C:15]=2[CH:16]=1)([CH3:4])([CH3:3])[CH3:2].CC(C[AlH]CC(C)C)C. (5) Given the product [CH2:1]([C:4]1[C:11]([O:12][CH3:13])=[CH:10][CH:9]=[CH:8][C:5]=1[CH2:6][OH:7])[CH:2]=[CH2:3].[CH2:1]([C:4]1[C:11]([O:12][CH3:13])=[CH:10][CH:9]=[CH:8][C:5]=1[CH:6]=[O:7])[CH:2]=[CH2:3], predict the reactants needed to synthesize it. The reactants are: [CH2:1]([C:4]1[C:11]([OH:12])=[CH:10][CH:9]=[CH:8][C:5]=1[CH2:6][OH:7])[CH:2]=[CH2:3].[CH3:13]C(OI1(OC(C)=O)(OC(C)=O)OC(=O)C2C=CC=CC1=2)=O.S([O-])([O-])(=O)=S.[Na+].[Na+]. (6) Given the product [Cl:25][C:26]1[CH:30]=[C:29]([CH:31]=[O:32])[NH:28][C:27]=1[C:33]([NH:36][CH2:37][C:38]1[CH:43]=[CH:42][C:41]([Cl:44])=[C:40]([O:45][C:46]2[CH:47]=[C:48]([C:49]#[N:50])[CH:51]=[C:52]([Cl:54])[CH:53]=2)[C:39]=1[F:55])=[O:35], predict the reactants needed to synthesize it. The reactants are: CN(C(ON1N=NC2C=CC=NC1=2)=[N+](C)C)C.F[P-](F)(F)(F)(F)F.[Cl:25][C:26]1[CH:30]=[C:29]([CH:31]=[O:32])[NH:28][C:27]=1[C:33]([OH:35])=O.[NH2:36][CH2:37][C:38]1[C:39]([F:55])=[C:40]([O:45][C:46]2[CH:47]=[C:48]([CH:51]=[C:52]([Cl:54])[CH:53]=2)[C:49]#[N:50])[C:41]([Cl:44])=[CH:42][CH:43]=1.CCN(C(C)C)C(C)C. (7) Given the product [C:20]([O:1][CH2:2][C@@H:3]([NH:5][C:6]([O:7][C:8]([CH3:11])([CH3:10])[CH3:9])=[O:12])[CH3:4])(=[O:27])[C:21]1[CH:26]=[CH:25][CH:24]=[CH:23][CH:22]=1, predict the reactants needed to synthesize it. The reactants are: [OH:1][CH2:2][C@@H:3]([NH:5][C:6](=[O:12])[O:7][C:8]([CH3:11])([CH3:10])[CH3:9])[CH3:4].C(N(CC)CC)C.[C:20](Cl)(=[O:27])[C:21]1[CH:26]=[CH:25][CH:24]=[CH:23][CH:22]=1. (8) Given the product [O:11]=[C:12]([C@H:22]1[CH2:27][CH2:26][C@H:25]([C@H:28]2[CH2:33][CH2:32][C@H:31]([CH2:34][CH2:35][CH2:36][CH2:37][CH3:38])[CH2:30][CH2:29]2)[CH2:24][CH2:23]1)[CH2:13][C:14]1[CH:19]=[CH:18][C:17]([F:20])=[C:16]([F:21])[CH:15]=1, predict the reactants needed to synthesize it. The reactants are: CS(C)=O.C(Cl)(=O)C(Cl)=O.[OH:11][CH:12]([C@H:22]1[CH2:27][CH2:26][C@H:25]([C@H:28]2[CH2:33][CH2:32][C@H:31]([CH2:34][CH2:35][CH2:36][CH2:37][CH3:38])[CH2:30][CH2:29]2)[CH2:24][CH2:23]1)[CH2:13][C:14]1[CH:19]=[CH:18][C:17]([F:20])=[C:16]([F:21])[CH:15]=1.C(N(CC)CC)C. (9) Given the product [CH2:13]([N:7]([C:6]([O:5][C:1]([CH3:4])([CH3:2])[CH3:3])=[O:20])[CH2:8][CH2:9][CH2:10][C:11]([OH:22])=[O:12])[C:14]1[CH:19]=[CH:18][CH:17]=[CH:16][CH:15]=1, predict the reactants needed to synthesize it. The reactants are: [C:1]([O:5][C:6](=[O:20])[N:7]([CH2:13][C:14]1[CH:19]=[CH:18][CH:17]=[CH:16][CH:15]=1)[CH2:8][CH2:9][CH2:10][CH2:11][OH:12])([CH3:4])([CH3:3])[CH3:2].[Cr](O[Cr]([O-])(=O)=O)([O-])(=O)=[O:22].[NH+]1C=CC=CC=1.[NH+]1C=CC=CC=1.O.Cl. (10) Given the product [Cl:1][C:2]1[N:3]=[C:4]([N:22]2[CH2:21][C@@H:20]([CH3:19])[O:25][C@@H:24]([CH3:26])[CH2:23]2)[C:5]2[CH2:10][O:9][CH:8]([C:11]3[CH:16]=[CH:15][C:14]([F:17])=[CH:13][CH:12]=3)[C:6]=2[N:7]=1, predict the reactants needed to synthesize it. The reactants are: [Cl:1][C:2]1[N:3]=[C:4](Cl)[C:5]2[CH2:10][O:9][CH:8]([C:11]3[CH:16]=[CH:15][C:14]([F:17])=[CH:13][CH:12]=3)[C:6]=2[N:7]=1.[CH3:19][C@H:20]1[O:25][C@@H:24]([CH3:26])[CH2:23][NH:22][CH2:21]1.